Dataset: Forward reaction prediction with 1.9M reactions from USPTO patents (1976-2016). Task: Predict the product of the given reaction. (1) Given the reactants [Br:1][C:2]1[CH:3]=[C:4]2[C:9](=[CH:10][CH:11]=1)[C:8](F)([F:12])[C:7](F)([F:14])[CH:6]=[CH:5]2.O.O.O.O.O.O.[OH-].C[N+](C)(C)C, predict the reaction product. The product is: [Br:1][C:2]1[CH:3]=[C:4]2[C:9](=[CH:10][CH:11]=1)[C:8]([F:12])=[C:7]([F:14])[CH:6]=[CH:5]2. (2) Given the reactants CN(C=O)C.[F:6][C:7]([F:20])([F:19])[C:8]1[C:17]2[C:12](=[CH:13][CH:14]=[CH:15][CH:16]=2)[NH:11][C:10](=O)[CH:9]=1.O=P(Cl)(Cl)[Cl:23], predict the reaction product. The product is: [Cl:23][C:10]1[CH:9]=[C:8]([C:7]([F:20])([F:19])[F:6])[C:17]2[C:12](=[CH:13][CH:14]=[CH:15][CH:16]=2)[N:11]=1. (3) Given the reactants [Cl:1][C:2]1[CH:11]=[C:10]([F:12])[C:9]([N:13]2[C:18](=[O:19])[CH:17]=[C:16]([C:20]([F:23])([F:22])[F:21])[NH:15][C:14]2=[O:24])=[CH:8][C:3]=1[NH:4][C:5](=[O:7])[CH3:6].[C:25](=O)([O-])[O-].[K+].[K+].COS(OC)(=O)=O, predict the reaction product. The product is: [Cl:1][C:2]1[CH:11]=[C:10]([F:12])[C:9]([N:13]2[C:18](=[O:19])[CH:17]=[C:16]([C:20]([F:21])([F:22])[F:23])[N:15]([CH3:25])[C:14]2=[O:24])=[CH:8][C:3]=1[NH:4][C:5](=[O:7])[CH3:6]. (4) The product is: [ClH:4].[ClH:4].[ClH:4].[O:5]1[CH2:6][CH2:7][N:8]([CH2:11][CH2:12][O:13][C:14]2[CH:15]=[CH:16][C:17]([C:20]3[CH:21]=[CH:22][C:23]([CH2:26][C:27]([NH:29][CH2:30][C:31]4[CH:36]=[CH:35][CH:34]=[CH:33][CH:32]=4)=[O:28])=[N:24][CH:25]=3)=[CH:18][CH:19]=2)[CH2:9][CH2:10]1. Given the reactants C([Cl:4])(=O)C.[O:5]1[CH2:10][CH2:9][N:8]([CH2:11][CH2:12][O:13][C:14]2[CH:19]=[CH:18][C:17]([C:20]3[CH:21]=[CH:22][C:23]([CH2:26][C:27]([NH:29][CH2:30][C:31]4[CH:36]=[CH:35][CH:34]=[CH:33][CH:32]=4)=[O:28])=[N:24][CH:25]=3)=[CH:16][CH:15]=2)[CH2:7][CH2:6]1, predict the reaction product.